This data is from Forward reaction prediction with 1.9M reactions from USPTO patents (1976-2016). The task is: Predict the product of the given reaction. (1) Given the reactants [CH3:1][N:2]1[CH2:7][CH2:6][N:5]([C:8]2[CH:9]=[CH:10][C:11]([NH2:14])=[N:12][CH:13]=2)[CH2:4][CH2:3]1.CS([C:18]1[N:23]=[CH:22][C:21]2=[CH:24][CH:25]=[C:26]([C:27]3[CH:32]=[CH:31][CH:30]=[CH:29][C:28]=3[O:33][CH3:34])[N:20]2[N:19]=1)=O.[F-].[Cs+].C(N(CC)C(C)C)(C)C.C(O)(C)(C)C, predict the reaction product. The product is: [CH3:34][O:33][C:28]1[CH:29]=[CH:30][CH:31]=[CH:32][C:27]=1[C:26]1[N:20]2[C:21]([CH:22]=[N:23][C:18]([NH:14][C:11]3[CH:10]=[CH:9][C:8]([N:5]4[CH2:6][CH2:7][N:2]([CH3:1])[CH2:3][CH2:4]4)=[CH:13][N:12]=3)=[N:19]2)=[CH:24][CH:25]=1. (2) Given the reactants [OH:1][CH2:2][CH2:3][C:4]1[CH:9]=[CH:8][C:7]([C@@H:10]([N:12]2[CH2:17][CH2:16][C@:15]([CH2:24][CH2:25][CH2:26][O:27][CH2:28][C:29]3[CH:34]=[CH:33][C:32]([O:35][CH3:36])=[CH:31][CH:30]=3)([C:18]3[CH:23]=[CH:22][CH:21]=[CH:20][CH:19]=3)[O:14][C:13]2=[O:37])[CH3:11])=[CH:6][CH:5]=1.CC(C)=[O:40].OS(O)(=O)=O.O=[Cr](=O)=O, predict the reaction product. The product is: [CH3:36][O:35][C:32]1[CH:31]=[CH:30][C:29]([CH2:28][O:27][CH2:26][CH2:25][CH2:24][C@@:15]2([C:18]3[CH:23]=[CH:22][CH:21]=[CH:20][CH:19]=3)[O:14][C:13](=[O:37])[N:12]([C@H:10]([C:7]3[CH:8]=[CH:9][C:4]([CH2:3][C:2]([OH:40])=[O:1])=[CH:5][CH:6]=3)[CH3:11])[CH2:17][CH2:16]2)=[CH:34][CH:33]=1. (3) Given the reactants [CH3:1][O:2][C:3]1[CH:8]=[CH:7][C:6]([C:9]2[CH:10]=[N:11][C:12]([NH2:15])=[N:13][CH:14]=2)=[CH:5][CH:4]=1.BrC1C=CC(N[C:24]2[CH:29]=[CH:28][C:27]([S:30][CH2:31][CH2:32][N:33]([CH2:36][CH3:37])[CH2:34][CH3:35])=[CH:26][CH:25]=2)=NC=1.COC1C=CC(B(O)O)=CC=1.C(=O)([O-])[O-].[K+].[K+], predict the reaction product. The product is: [CH2:36]([N:33]([CH2:34][CH3:35])[CH2:32][CH2:31][S:30][C:27]1[CH:28]=[CH:29][C:24]([NH:15][C:12]2[N:11]=[CH:10][C:9]([C:6]3[CH:5]=[CH:4][C:3]([O:2][CH3:1])=[CH:8][CH:7]=3)=[CH:14][N:13]=2)=[CH:25][CH:26]=1)[CH3:37].